From a dataset of NCI-60 drug combinations with 297,098 pairs across 59 cell lines. Regression. Given two drug SMILES strings and cell line genomic features, predict the synergy score measuring deviation from expected non-interaction effect. (1) Drug 1: CCC1=CC2CC(C3=C(CN(C2)C1)C4=CC=CC=C4N3)(C5=C(C=C6C(=C5)C78CCN9C7C(C=CC9)(C(C(C8N6C)(C(=O)OC)O)OC(=O)C)CC)OC)C(=O)OC.C(C(C(=O)O)O)(C(=O)O)O. Drug 2: C1CCC(CC1)NC(=O)N(CCCl)N=O. Cell line: T-47D. Synergy scores: CSS=36.8, Synergy_ZIP=2.57, Synergy_Bliss=2.34, Synergy_Loewe=-8.75, Synergy_HSA=3.70. (2) Drug 1: CC12CCC3C(C1CCC2=O)CC(=C)C4=CC(=O)C=CC34C. Drug 2: CN(CCCl)CCCl.Cl. Cell line: HS 578T. Synergy scores: CSS=34.7, Synergy_ZIP=2.39, Synergy_Bliss=3.97, Synergy_Loewe=-0.507, Synergy_HSA=-0.814.